Dataset: Forward reaction prediction with 1.9M reactions from USPTO patents (1976-2016). Task: Predict the product of the given reaction. (1) Given the reactants [Br:1][C:2]1[CH:15]=[CH:14][C:5]2[O:6][CH2:7][CH2:8][C:9]([CH2:12][Cl:13])=[C:10]([CH3:11])[C:4]=2[CH:3]=1.[NH2:16][C:17]([NH2:19])=[S:18], predict the reaction product. The product is: [ClH:13].[C:17]([S:18][CH2:12][C:9]1[CH2:8][CH2:7][O:6][C:5]2[CH:14]=[CH:15][C:2]([Br:1])=[CH:3][C:4]=2[C:10]=1[CH3:11])(=[NH:16])[NH2:19]. (2) Given the reactants [CH3:1][C:2]1[CH:10]=[CH:9][C:5]([C:6]([OH:8])=O)=[CH:4][C:3]=1[B:11]1[O:15][C:14]([CH3:17])([CH3:16])[C:13]([CH3:19])([CH3:18])[O:12]1.[Cl:20][C:21]1[CH:26]=[CH:25][C:24]([NH2:27])=[CH:23][C:22]=1[C:28]([F:31])([F:30])[F:29].C(N(CC)C(C)C)(C)C.CN(C(ON1N=NC2C=CC=NC1=2)=[N+](C)C)C.F[P-](F)(F)(F)(F)F, predict the reaction product. The product is: [Cl:20][C:21]1[CH:26]=[CH:25][C:24]([NH:27][C:6](=[O:8])[C:5]2[CH:9]=[CH:10][C:2]([CH3:1])=[C:3]([B:11]3[O:12][C:13]([CH3:19])([CH3:18])[C:14]([CH3:17])([CH3:16])[O:15]3)[CH:4]=2)=[CH:23][C:22]=1[C:28]([F:29])([F:30])[F:31].